From a dataset of Full USPTO retrosynthesis dataset with 1.9M reactions from patents (1976-2016). Predict the reactants needed to synthesize the given product. (1) Given the product [N:15]1[C:16]2[C:21](=[CH:20][CH:19]=[CH:18][CH:17]=2)[CH:22]=[CH:23][C:14]=1[NH:13][C:6]([NH2:3])=[S:7], predict the reactants needed to synthesize it. The reactants are: C1N=C[N:3]([C:6](N2C=NC=C2)=[S:7])C=1.[NH2:13][C:14]1[CH:23]=[CH:22][C:21]2[C:16](=[CH:17][CH:18]=[CH:19][CH:20]=2)[N:15]=1.C([O-])(=O)C.[NH4+]. (2) Given the product [Cl:1][C:2]1[C:3]([C:23]2[N:27]3[CH:28]=[CH:29][CH:30]=[CH:31][C:26]3=[N:25][CH:24]=2)=[N:4][C:5]([NH:8][C:9]2[CH:14]=[CH:13][C:12]([N:15]3[CH2:16][CH2:17][N:18]([CH2:32][C@@H:33]([OH:34])[CH3:35])[CH2:19][CH2:20]3)=[CH:11][C:10]=2[O:21][CH3:22])=[N:6][CH:7]=1, predict the reactants needed to synthesize it. The reactants are: [Cl:1][C:2]1[C:3]([C:23]2[N:27]3[CH:28]=[CH:29][CH:30]=[CH:31][C:26]3=[N:25][CH:24]=2)=[N:4][C:5]([NH:8][C:9]2[CH:14]=[CH:13][C:12]([N:15]3[CH2:20][CH2:19][NH:18][CH2:17][CH2:16]3)=[CH:11][C:10]=2[O:21][CH3:22])=[N:6][CH:7]=1.[CH3:32][C@H:33]1[CH2:35][O:34]1. (3) Given the product [CH3:1][O:2][CH2:3][CH2:4][O:5][CH2:6][CH2:7][CH2:8][C:9]1[CH:10]=[CH:11][C:12]([NH2:15])=[CH:13][CH:14]=1, predict the reactants needed to synthesize it. The reactants are: [CH3:1][O:2][CH2:3][CH2:4][O:5][CH2:6][CH2:7][CH2:8][C:9]1[CH:14]=[CH:13][C:12]([N+:15]([O-])=O)=[CH:11][CH:10]=1. (4) Given the product [C:1]([O:5][C:6]([NH:8][C@H:9]([C:25]([OH:27])=[O:26])[CH2:10][C:11]1[CH:16]=[CH:15][CH:14]=[C:13]([O:17][C:18]([F:21])([F:20])[F:19])[C:12]=1[N+:22]([O-:24])=[O:23])=[O:7])([CH3:4])([CH3:2])[CH3:3], predict the reactants needed to synthesize it. The reactants are: [C:1]([O:5][C:6]([NH:8][C@H:9]([C:25]([O:27]CC(F)(F)F)=[O:26])[CH2:10][C:11]1[CH:16]=[CH:15][CH:14]=[C:13]([O:17][C:18]([F:21])([F:20])[F:19])[C:12]=1[N+:22]([O-:24])=[O:23])=[O:7])([CH3:4])([CH3:3])[CH3:2].O.C(N(CC)CC)C.O(C(OC(C)(C)C)=O)C(OC(C)(C)C)=O. (5) Given the product [CH3:21][O:22][C:3]1[CH:4]=[C:5]([C:9]2[C:10]3[N:11]([N:15]=[C:16]([NH2:18])[N:17]=3)[CH:12]=[CH:13][CH:14]=2)[CH:6]=[CH:7][CH:8]=1, predict the reactants needed to synthesize it. The reactants are: FC(F)(F)[C:3]1[CH:4]=[C:5]([C:9]2[C:10]3[N:11]([N:15]=[C:16]([NH2:18])[N:17]=3)[CH:12]=[CH:13][CH:14]=2)[CH:6]=[CH:7][CH:8]=1.[CH3:21][O:22]C1C=C(B(O)O)C=CC=1. (6) Given the product [NH3:8].[CH3:20][OH:21].[CH3:14][N:11]1[CH2:12][CH2:13][NH:8][CH2:9][C@@H:10]1[CH2:15][CH2:16][S:17][CH3:18], predict the reactants needed to synthesize it. The reactants are: C([N:8]1[CH2:13][CH2:12][N:11]([CH3:14])[C@@H:10]([CH2:15][CH2:16][S:17][CH3:18])[CH2:9]1)C1C=CC=CC=1.Cl[C:20](OC(Cl)C)=[O:21]. (7) Given the product [CH2:23]([O:22][C@@H:5]([CH2:6][C:7]1[CH:8]=[CH:9][C:10]([O:13][CH2:14][C:15]2[S:16][C:17]([C:34]3[CH:39]=[CH:38][C:37]([C:40]4[N:41]=[N:42][N:43]([CH2:45][OH:46])[N:44]=4)=[CH:36][CH:35]=3)=[CH:18][C:19]=2[CH3:20])=[CH:11][CH:12]=1)[C:4]([OH:3])=[O:25])[CH3:24], predict the reactants needed to synthesize it. The reactants are: C([O:3][C:4](=[O:25])[C@@H:5]([O:22][CH2:23][CH3:24])[CH2:6][C:7]1[CH:12]=[CH:11][C:10]([O:13][CH2:14][C:15]2[S:16][C:17](Br)=[CH:18][C:19]=2[CH3:20])=[CH:9][CH:8]=1)C.CC1(C)C(C)(C)OB([C:34]2[CH:39]=[CH:38][C:37]([C:40]3[N:41]=[N:42][N:43]([CH2:45][OH:46])[N:44]=3)=[CH:36][CH:35]=2)O1. (8) Given the product [OH:36][C@H:32]1[CH2:31][CH2:30][CH2:29][C:28]2[CH:27]=[C:26]([C:24]([O:23][CH3:22])=[O:25])[CH:35]=[CH:34][C:33]1=2, predict the reactants needed to synthesize it. The reactants are: B1(C)OC(C2C=CC=CC=2)(C2C=CC=CC=2)[C@@H]2N1CCC2.[CH3:22][O:23][C:24]([C:26]1[CH:35]=[CH:34][C:33]2[C:32](=[O:36])[CH2:31][CH2:30][CH2:29][C:28]=2[CH:27]=1)=[O:25].CO.